This data is from Reaction yield outcomes from USPTO patents with 853,638 reactions. The task is: Predict the reaction yield, written as a fraction of the theoretical maximum amount of product (1.0 means a 100% yield; for example, 0.34 means a 34% yield). (1) The reactants are I(O)(=O)(=O)=O.[CH:6]1([C:9]2[CH:14]=[CH:13][C:12]([C:15]3[CH:19]=[C:18]([CH2:20][CH2:21][OH:22])[O:17][N:16]=3)=[C:11]([C:23]([F:26])([F:25])[F:24])[CH:10]=2)[CH2:8][CH2:7]1.[OH-].[Na+].[OH:29]S(O)(=O)=O. The catalyst is C(#N)C.O.CC(OC)(C)C.[Cr](Cl)([O-])(=O)=O.[NH+]1C=CC=CC=1. The product is [CH:6]1([C:9]2[CH:14]=[CH:13][C:12]([C:15]3[CH:19]=[C:18]([CH2:20][C:21]([OH:29])=[O:22])[O:17][N:16]=3)=[C:11]([C:23]([F:26])([F:25])[F:24])[CH:10]=2)[CH2:8][CH2:7]1. The yield is 0.810. (2) The product is [Br:11][C:9]1[CH:10]=[C:2]2[C:3]([C:4](=[O:5])[NH:12][C:13](=[O:14])[NH:1]2)=[CH:7][CH:8]=1. The yield is 0.900. The reactants are [NH2:1][C:2]1[CH:10]=[C:9]([Br:11])[CH:8]=[CH:7][C:3]=1[C:4](O)=[O:5].[NH2:12][C:13](N)=[O:14]. The catalyst is O. (3) The reactants are C([NH:3][CH:4]([CH:10]([CH3:18])[CH2:11][CH2:12][CH2:13][CH2:14][CH2:15][CH2:16][CH3:17])[C:5]([O:7]CC)=[O:6])=O.Cl.[Cl:20]CCl.CO. The catalyst is C(O)(=O)C. The product is [ClH:20].[NH2:3][CH:4]([CH:10]([CH3:18])[CH2:11][CH2:12][CH2:13][CH2:14][CH2:15][CH2:16][CH3:17])[C:5]([OH:7])=[O:6]. The yield is 0.949. (4) The yield is 0.970. The product is [F:20][C:21]([F:34])([F:33])[S:22]([O:13][C:9]1[CH:8]=[CH:7][C:6]2[C:11](=[CH:12][C:3]([O:2][CH3:1])=[CH:4][CH:5]=2)[CH:10]=1)(=[O:24])=[O:23]. The reactants are [CH3:1][O:2][C:3]1[CH:12]=[C:11]2[C:6]([CH:7]=[CH:8][C:9]([OH:13])=[CH:10]2)=[CH:5][CH:4]=1.N1C=CC=CC=1.[F:20][C:21]([F:34])([F:33])[S:22](O[S:22]([C:21]([F:34])([F:33])[F:20])(=[O:24])=[O:23])(=[O:24])=[O:23].C(=O)(O)[O-].[Na+]. The catalyst is ClCCl. (5) The reactants are [C:1]([O:5][C:6]([N:8]1[CH2:12][CH2:11][C:10]([C:14]2[CH:19]=[CH:18][CH:17]=[C:16]([Cl:20])[C:15]=2[F:21])([OH:13])[CH2:9]1)=[O:7])([CH3:4])([CH3:3])[CH3:2].[H-].[Na+].I[CH3:25]. The catalyst is O1CCCC1. The product is [Cl:20][C:16]1[C:15]([F:21])=[C:14]([C:10]2([O:13][CH3:25])[CH2:11][CH2:12][N:8]([C:6]([O:5][C:1]([CH3:4])([CH3:2])[CH3:3])=[O:7])[CH2:9]2)[CH:19]=[CH:18][CH:17]=1. The yield is 0.770.